From a dataset of Catalyst prediction with 721,799 reactions and 888 catalyst types from USPTO. Predict which catalyst facilitates the given reaction. (1) Reactant: [Cl:1][C:2]1[CH:9]=[C:8]([N:10]2[CH2:15][CH2:14][O:13][CH2:12][CH2:11]2)[CH:7]=[CH:6][C:3]=1[CH:4]=O.[CH3:16][C@H:17]1[CH2:22][NH:21][CH2:20][CH2:19][N:18]1[C:23]([O:25][C:26]([CH3:29])([CH3:28])[CH3:27])=[O:24].ClCCCl.C(O[BH-](OC(=O)C)OC(=O)C)(=O)C.[Na+]. Product: [Cl:1][C:2]1[CH:9]=[C:8]([N:10]2[CH2:15][CH2:14][O:13][CH2:12][CH2:11]2)[CH:7]=[CH:6][C:3]=1[CH2:4][N:21]1[CH2:20][CH2:19][N:18]([C:23]([O:25][C:26]([CH3:29])([CH3:28])[CH3:27])=[O:24])[C@@H:17]([CH3:16])[CH2:22]1. The catalyst class is: 6. (2) Reactant: [F:1][C:2]([F:26])([F:25])[O:3][C:4]1[CH:9]=[CH:8][C:7]([N:10]2[CH:14]=[N:13][C:12]([C:15]3[CH:20]=[CH:19][C:18]([CH2:21][CH2:22][CH2:23][NH2:24])=[CH:17][CH:16]=3)=[N:11]2)=[CH:6][CH:5]=1.[CH:27]([C:30]1[CH:35]=[CH:34][CH:33]=[CH:32][C:31]=1[N:36]=[C:37]=[S:38])([CH3:29])[CH3:28].C(N(CC)CC)C. Product: [CH:27]([C:30]1[CH:35]=[CH:34][CH:33]=[CH:32][C:31]=1[NH:36][C:37]([NH:24][CH2:23][CH2:22][CH2:21][C:18]1[CH:19]=[CH:20][C:15]([C:12]2[N:13]=[CH:14][N:10]([C:7]3[CH:6]=[CH:5][C:4]([O:3][C:2]([F:1])([F:25])[F:26])=[CH:9][CH:8]=3)[N:11]=2)=[CH:16][CH:17]=1)=[S:38])([CH3:29])[CH3:28]. The catalyst class is: 96. (3) Reactant: [Cl:1][C:2]1[CH:7]=[CH:6][C:5]([C:8]2[C:12]3[CH2:13][N:14]([S:17]([CH3:20])(=[O:19])=[O:18])[CH2:15][CH2:16][C:11]=3[N:10]([CH2:21][CH2:22][CH2:23][N:24]3[CH2:29][CH2:28][O:27][CH2:26][CH2:25]3)[N:9]=2)=[CH:4][C:3]=1[C:30]#[C:31][C:32]1[CH:39]=[CH:38][C:35]([CH2:36][NH2:37])=[CH:34][CH:33]=1.N1C=CC=CC=1.[CH3:46][S:47](Cl)(=[O:49])=[O:48]. Product: [Cl:1][C:2]1[CH:7]=[CH:6][C:5]([C:8]2[C:12]3[CH2:13][N:14]([S:17]([CH3:20])(=[O:18])=[O:19])[CH2:15][CH2:16][C:11]=3[N:10]([CH2:21][CH2:22][CH2:23][N:24]3[CH2:25][CH2:26][O:27][CH2:28][CH2:29]3)[N:9]=2)=[CH:4][C:3]=1[C:30]#[C:31][C:32]1[CH:33]=[CH:34][C:35]([CH2:36][NH:37][S:47]([CH3:46])(=[O:49])=[O:48])=[CH:38][CH:39]=1. The catalyst class is: 2.